This data is from Full USPTO retrosynthesis dataset with 1.9M reactions from patents (1976-2016). The task is: Predict the reactants needed to synthesize the given product. (1) Given the product [CH3:5][C:6]1[C:11]([CH3:12])=[CH:10][C:9]([CH3:13])=[CH:8][N+:7]=1[O-:3], predict the reactants needed to synthesize it. The reactants are: C(O)(=[O:3])C.[CH3:5][C:6]1[C:11]([CH3:12])=[CH:10][C:9]([CH3:13])=[CH:8][N:7]=1.OO.S([O-])([O-])=O.[Na+].[Na+].C(=O)([O-])[O-].[Na+].[Na+]. (2) Given the product [C:24]([NH:1][C:2]1[C:11]([Cl:12])=[CH:10][C:5]([C:6]([O:8][CH3:9])=[O:7])=[C:4]([O:13][CH3:14])[CH:3]=1)(=[O:27])[CH:25]=[CH2:26], predict the reactants needed to synthesize it. The reactants are: [NH2:1][C:2]1[C:11]([Cl:12])=[CH:10][C:5]([C:6]([O:8][CH3:9])=[O:7])=[C:4]([O:13][CH3:14])[CH:3]=1.C(N(C(C)C)CC)(C)C.[C:24](Cl)(=[O:27])[CH:25]=[CH2:26].C(=O)(O)[O-].[Na+]. (3) Given the product [CH3:9][O:10][C:11]1[CH:12]=[C:13]([NH:23][C:24]2[S:25][C:2]3[CH2:7][CH2:6][CH2:5][CH2:4][C:3]=3[N:26]=2)[CH:14]=[CH:15][C:16]=1[N:17]1[CH:21]=[C:20]([CH3:22])[N:19]=[CH:18]1, predict the reactants needed to synthesize it. The reactants are: Cl[CH:2]1[CH2:7][CH2:6][CH2:5][CH2:4][C:3]1=O.[CH3:9][O:10][C:11]1[CH:12]=[C:13]([NH:23][C:24]([NH2:26])=[S:25])[CH:14]=[CH:15][C:16]=1[N:17]1[CH:21]=[C:20]([CH3:22])[N:19]=[CH:18]1.